This data is from Forward reaction prediction with 1.9M reactions from USPTO patents (1976-2016). The task is: Predict the product of the given reaction. Given the reactants [C:1]([O:5][C:6]([N:8]1[CH2:13][CH2:12][CH:11]([O:14][C:15]2[CH:27]=[CH:26][C:18]([O:19][CH2:20][C:21]([O:23]CC)=[O:22])=[CH:17][CH:16]=2)[CH2:10][CH2:9]1)=[O:7])([CH3:4])([CH3:3])[CH3:2].[OH-].[Li+], predict the reaction product. The product is: [C:1]([O:5][C:6]([N:8]1[CH2:13][CH2:12][CH:11]([O:14][C:15]2[CH:16]=[CH:17][C:18]([O:19][CH2:20][C:21]([OH:23])=[O:22])=[CH:26][CH:27]=2)[CH2:10][CH2:9]1)=[O:7])([CH3:4])([CH3:2])[CH3:3].